From a dataset of Forward reaction prediction with 1.9M reactions from USPTO patents (1976-2016). Predict the product of the given reaction. (1) Given the reactants Cl[C:2]1[N:3]=[C:4]([N:24]2[CH2:29][CH2:28][O:27][CH2:26][CH2:25]2)[C:5]2[S:10][C:9]([CH2:11][N:12]3[CH2:17][CH2:16][N:15]([C:18](=[O:22])[C@@H:19]([OH:21])[CH3:20])[CH2:14][CH2:13]3)=[C:8]([CH3:23])[C:6]=2[N:7]=1.C(O)CC.[NH2:34][C:35]1[N:40]=[CH:39][C:38](B(O)O)=[CH:37][N:36]=1.P([O-])([O-])([O-])=O.[K+].[K+].[K+], predict the reaction product. The product is: [CH3:23][C:8]1[C:6]2[N:7]=[C:2]([C:38]3[CH:37]=[N:36][C:35]([NH2:34])=[N:40][CH:39]=3)[N:3]=[C:4]([N:24]3[CH2:29][CH2:28][O:27][CH2:26][CH2:25]3)[C:5]=2[S:10][C:9]=1[CH2:11][N:12]1[CH2:17][CH2:16][N:15]([C:18]([C@@H:19]([OH:21])[CH3:20])=[O:22])[CH2:14][CH2:13]1. (2) The product is: [C:29]12([CH2:39][O:40][C:41]3[CH:48]=[CH:47][C:44]([C:45]([NH2:46])=[O:12])=[CH:43][C:42]=3[CH:49]3[CH2:52][CH2:51][CH2:50]3)[CH2:30][CH:31]3[CH2:37][CH:35]([CH2:34][CH:33]([CH2:32]3)[CH2:38]1)[CH2:36]2. Given the reactants C12(C[O:12]C3C=CC(C#N)=CC=3C3C(OC)=NC=CC=3)CC3CC(CC(C3)C1)C2.[C:29]12([CH2:39][O:40][C:41]3[CH:48]=[CH:47][C:44]([C:45]#[N:46])=[CH:43][C:42]=3[CH:49]3[CH2:52][CH2:51][CH2:50]3)[CH2:38][CH:33]3[CH2:34][CH:35]([CH2:37][CH:31]([CH2:32]3)[CH2:30]1)[CH2:36]2, predict the reaction product. (3) Given the reactants FC(F)(F)S(O[C:7]1[C:16]2[C:11](=[N:12][CH:13]=[CH:14][CH:15]=2)[N:10]([O:17][CH2:18][C:19]2[CH:24]=[CH:23][CH:22]=[CH:21][CH:20]=2)[C:9](=[O:25])[CH:8]=1)(=O)=O.CC1(C)C(C)(C)OB([C:36]2[CH:41]=[CH:40][C:39]([CH2:42][CH2:43][C:44]3[CH:49]=[CH:48][N:47]=[CH:46][CH:45]=3)=[CH:38][CH:37]=2)O1.[C:51]([O-:54])([O-])=[O:52].[K+].[K+].N#N.[CH2:59]1COC[CH2:60]1, predict the reaction product. The product is: [CH2:18]([O:17][N:10]1[C:11]2[C:16](=[CH:15][CH:14]=[CH:13][N:12]=2)[C:7]([C:36]2[CH:37]=[CH:38][C:39]([CH2:42][CH2:43][C:44]3[CH:45]=[CH:46][N:47]=[CH:48][CH:49]=3)=[CH:40][CH:41]=2)=[C:8]([C:51]([O:54][CH2:59][CH3:60])=[O:52])[C:9]1=[O:25])[C:19]1[CH:24]=[CH:23][CH:22]=[CH:21][CH:20]=1.